This data is from NCI-60 drug combinations with 297,098 pairs across 59 cell lines. The task is: Regression. Given two drug SMILES strings and cell line genomic features, predict the synergy score measuring deviation from expected non-interaction effect. Drug 1: CN1C(=O)N2C=NC(=C2N=N1)C(=O)N. Drug 2: CS(=O)(=O)OCCCCOS(=O)(=O)C. Cell line: HS 578T. Synergy scores: CSS=7.26, Synergy_ZIP=-0.878, Synergy_Bliss=3.42, Synergy_Loewe=1.28, Synergy_HSA=3.09.